The task is: Predict the product of the given reaction.. This data is from Forward reaction prediction with 1.9M reactions from USPTO patents (1976-2016). (1) The product is: [CH3:33][N:34]1[C:30]([C:27]2[CH:26]=[N:25][C:24]([CH3:23])=[CH:29][N:28]=2)=[N:37][N:36]=[C:35]1[SH:38]. Given the reactants OC1C2N=NNC=2C=CC=1.Cl.CN(C)CCCN=C=NCC.[CH3:23][C:24]1[N:25]=[CH:26][C:27]([C:30](O)=O)=[N:28][CH:29]=1.[CH3:33][NH:34][C:35](=[S:38])[NH:36][NH2:37], predict the reaction product. (2) The product is: [Cl:10][C:6]1[CH:7]=[CH:8][CH:9]=[C:2]2[C:3]=1[CH:4]=[N:11][C:12]([NH2:13])=[N:1]2. Given the reactants [NH2:1][C:2]1[CH:9]=[CH:8][CH:7]=[C:6]([Cl:10])[C:3]=1[CH:4]=O.[NH2:11][C:12](N)=[NH:13].C([O-])([O-])=O.[Na+].[Na+], predict the reaction product. (3) The product is: [Cl:15][C:10]1[CH:9]=[C:8](/[C:3](=[CH:19]\[CH:20]=[CH:21]/[C:17](=[O:18])[CH3:16])/[C:4]([O:6][CH3:7])=[O:5])[CH:13]=[CH:12][C:11]=1[Cl:14]. Given the reactants [N+](=[C:3]([C:8]1[CH:13]=[CH:12][C:11]([Cl:14])=[C:10]([Cl:15])[CH:9]=1)[C:4]([O:6][CH3:7])=[O:5])=[N-].[CH3:16][C:17]1[O:18][CH:19]=[CH:20][CH:21]=1, predict the reaction product. (4) The product is: [CH3:13][C:11]1[N:10]=[CH:9][N:8]([C:6]2[N:5]=[CH:4][N:3]=[C:2]([NH2:14])[CH:7]=2)[CH:12]=1. Given the reactants Cl[C:2]1[CH:7]=[C:6]([N:8]2[CH:12]=[C:11]([CH3:13])[N:10]=[CH:9]2)[N:5]=[CH:4][N:3]=1.[NH3:14], predict the reaction product. (5) Given the reactants Cl.[CH3:2][C:3]1[S:12][C:11]2[NH:10][C:9]3[CH:13]=[CH:14][CH:15]=[CH:16][C:8]=3[N:7]=[C:6]([NH2:17])[C:5]=2[CH:4]=1.[F:18][C:19]([F:35])([F:34])[C:20]1[CH:25]=[CH:24][C:23]([CH2:26][CH2:27][C@H:28]2[CH2:33]N[CH2:31][CH2:30][NH:29]2)=[CH:22][CH:21]=1.C(N(CC)C(C)C)(C)C.CS(C)=O, predict the reaction product. The product is: [F:18][C:19]([F:34])([F:35])[C:20]1[CH:21]=[CH:22][C:23]([CH2:26][CH2:27][C@@H:28]2[NH:29][CH2:30][CH2:31][N:17]([C:6]3[C:5]4[CH:4]=[C:3]([CH3:2])[S:12][C:11]=4[NH:10][C:9]4[CH:13]=[CH:14][CH:15]=[CH:16][C:8]=4[N:7]=3)[CH2:33]2)=[CH:24][CH:25]=1.